This data is from Full USPTO retrosynthesis dataset with 1.9M reactions from patents (1976-2016). The task is: Predict the reactants needed to synthesize the given product. (1) Given the product [C:1]([C:4]1[C:22](=[O:23])[C@@:8]2([CH3:24])[C:9]3[C:15]([OH:16])=[CH:14][C:13]([O:17][CH3:18])=[C:12]([C:19]([NH:21][CH2:40][CH:31]4[C:32]([CH3:33])=[C:35]([CH3:39])[CH:36]=[CH:37][C:30]4([CH2:26][CH2:27][CH2:28][CH3:29])[CH3:41])=[O:20])[C:10]=3[O:11][C:7]2=[CH:6][C:5]=1[OH:25])(=[O:3])[CH3:2], predict the reactants needed to synthesize it. The reactants are: [C:1]([C:4]1[C:22](=[O:23])[C@@:8]2([CH3:24])[C:9]3[C:15]([OH:16])=[CH:14][C:13]([O:17][CH3:18])=[C:12]([C:19]([NH2:21])=[O:20])[C:10]=3[O:11][C:7]2=[CH:6][C:5]=1[OH:25])(=[O:3])[CH3:2].[CH2:26]([C:30]1[C:31]([CH3:40])=[C:32]([C:35]([CH3:39])=[C:36](C)[CH:37]=1)[CH:33]=O)[CH2:27][CH2:28][CH3:29].[CH2:41]([SiH](CC)CC)C.FC(F)(F)C(O)=O. (2) The reactants are: [CH:1]1([C:4]2[CH:11]=[CH:10][C:9]([CH:12]=[O:13])=[CH:8][C:5]=2[C:6]#[N:7])[CH2:3][CH2:2]1.[BH4-].[Na+]. Given the product [CH:1]1([C:4]2[CH:11]=[CH:10][C:9]([CH2:12][OH:13])=[CH:8][C:5]=2[C:6]#[N:7])[CH2:2][CH2:3]1, predict the reactants needed to synthesize it. (3) Given the product [C:1]([O:5][C:6](=[O:27])[NH:7][C:8]1[CH:13]=[C:12]([O:14][C:15]2[N:20]=[C:19]3[S:21][C:22]([NH:24][C:28](=[O:31])[CH2:29][CH3:30])=[N:23][C:18]3=[CH:17][CH:16]=2)[C:11]([Cl:25])=[CH:10][C:9]=1[F:26])([CH3:4])([CH3:2])[CH3:3], predict the reactants needed to synthesize it. The reactants are: [C:1]([O:5][C:6](=[O:27])[NH:7][C:8]1[CH:13]=[C:12]([O:14][C:15]2[N:20]=[C:19]3[S:21][C:22]([NH2:24])=[N:23][C:18]3=[CH:17][CH:16]=2)[C:11]([Cl:25])=[CH:10][C:9]=1[F:26])([CH3:4])([CH3:3])[CH3:2].[C:28](Cl)(=[O:31])[CH2:29][CH3:30].C(=O)([O-])O.[Na+]. (4) Given the product [CH2:18]([O:17][C:15]([N:9]1[CH2:8][CH2:7][O:6][C:5]2[CH:10]=[N:11][C:2]([Br:1])=[CH:3][C:4]1=2)=[O:16])[C:19]1[CH:24]=[CH:23][CH:22]=[CH:21][CH:20]=1, predict the reactants needed to synthesize it. The reactants are: [Br:1][C:2]1[N:11]=[CH:10][C:5]2[O:6][CH2:7][CH2:8][NH:9][C:4]=2[CH:3]=1.[H-].[Na+].Cl[C:15]([O:17][CH2:18][C:19]1[CH:24]=[CH:23][CH:22]=[CH:21][CH:20]=1)=[O:16].